Dataset: Full USPTO retrosynthesis dataset with 1.9M reactions from patents (1976-2016). Task: Predict the reactants needed to synthesize the given product. (1) Given the product [Cl:16][C:17]1[CH:18]=[CH:19][C:20]2[O:24][C:23]([NH:25][CH2:26][C@@H:27]3[C@H:32]([CH3:33])[CH2:31][CH2:30][CH2:29][N:28]3[C:7]([C:6]3[CH:10]=[C:2]([CH3:1])[CH:3]=[CH:4][C:5]=3[C:11]3[S:12][CH:13]=[CH:14][N:15]=3)=[O:9])=[N:22][C:21]=2[CH:34]=1, predict the reactants needed to synthesize it. The reactants are: [CH3:1][C:2]1[CH:3]=[CH:4][C:5]([C:11]2[S:12][CH:13]=[CH:14][N:15]=2)=[C:6]([CH:10]=1)[C:7]([OH:9])=O.[Cl:16][C:17]1[CH:18]=[CH:19][C:20]2[O:24][C:23]([NH:25][CH2:26][C@@H:27]3[C@H:32]([CH3:33])[CH2:31][CH2:30][CH2:29][NH:28]3)=[N:22][C:21]=2[CH:34]=1. (2) Given the product [CH3:5][O:6][C:7](=[O:25])[CH2:8][C:9]1([CH2:1][CH3:2])[CH2:10][CH2:11][N:12]([C:15]2[S:16][C:17]3[CH:23]=[C:22]([Cl:24])[CH:21]=[CH:20][C:18]=3[N:19]=2)[CH2:13][CH2:14]1, predict the reactants needed to synthesize it. The reactants are: [CH2:1]([Mg]Br)[CH3:2].[CH3:5][O:6][C:7](=[O:25])[CH:8]=[C:9]1[CH2:14][CH2:13][N:12]([C:15]2[S:16][C:17]3[CH:23]=[C:22]([Cl:24])[CH:21]=[CH:20][C:18]=3[N:19]=2)[CH2:11][CH2:10]1.FC(F)(F)S(O[Si](C)(C)C)(=O)=O.C(=O)([O-])O.[Na+]. (3) Given the product [CH2:1]([O:3][C:4](=[O:16])[C:5]([S:8][C:9]1[CH:10]=[CH:11][C:12]([NH:15][CH2:18][CH2:19][CH2:20][N:21]2[C:26](=[O:27])[C:25]3[N:28]([CH3:34])[N:29]=[C:30]([CH2:31][CH2:32][CH3:33])[C:24]=3[N:23]=[C:22]2[CH2:35][CH3:36])=[CH:13][CH:14]=1)([CH3:7])[CH3:6])[CH3:2], predict the reactants needed to synthesize it. The reactants are: [CH2:1]([O:3][C:4](=[O:16])[C:5]([S:8][C:9]1[CH:14]=[CH:13][C:12]([NH2:15])=[CH:11][CH:10]=1)([CH3:7])[CH3:6])[CH3:2].Br[CH2:18][CH2:19][CH2:20][N:21]1[C:26](=[O:27])[C:25]2[N:28]([CH3:34])[N:29]=[C:30]([CH2:31][CH2:32][CH3:33])[C:24]=2[N:23]=[C:22]1[CH2:35][CH3:36].C(=O)([O-])[O-].[K+].[K+]. (4) Given the product [CH3:47][O:48][C:49]1[C:50]2[N:63]=[C:62]([NH:64][C:11](=[O:13])[C:10]3[CH:9]=[CH:8][C:7]([N:1]4[CH2:2][CH2:3][O:4][CH2:5][CH2:6]4)=[CH:15][CH:14]=3)[S:61][C:51]=2[C:52]([N:55]2[CH2:56][CH2:57][O:58][CH2:59][CH2:60]2)=[N:53][CH:54]=1, predict the reactants needed to synthesize it. The reactants are: [N:1]1([C:7]2[CH:15]=[CH:14][C:10]([C:11]([OH:13])=O)=[CH:9][CH:8]=2)[CH2:6][CH2:5][O:4][CH2:3][CH2:2]1.CN(C(ON1N=NC2C=CC=NC1=2)=[N+](C)C)C.F[P-](F)(F)(F)(F)F.CN1CCOCC1.[CH3:47][O:48][C:49]1[C:50]2[N:63]=[C:62]([NH2:64])[S:61][C:51]=2[C:52]([N:55]2[CH2:60][CH2:59][O:58][CH2:57][CH2:56]2)=[N:53][CH:54]=1.